This data is from Full USPTO retrosynthesis dataset with 1.9M reactions from patents (1976-2016). The task is: Predict the reactants needed to synthesize the given product. (1) The reactants are: [Cl:1][CH:2]([C:12]1[CH:17]=[CH:16][CH:15]=[CH:14][CH:13]=1)[S:3]([C:5]1[CH2:9][C:8]([CH3:11])([CH3:10])[O:7][N:6]=1)=[O:4].ClC1C=CC=C(C(OO)=[O:26])C=1.[OH-].[Na+]. Given the product [Cl:1][CH:2]([C:12]1[CH:17]=[CH:16][CH:15]=[CH:14][CH:13]=1)[S:3]([C:5]1[CH2:9][C:8]([CH3:11])([CH3:10])[O:7][N:6]=1)(=[O:26])=[O:4], predict the reactants needed to synthesize it. (2) Given the product [Cl:20][C:4]1[C:3]([C:12]2[CH:17]=[CH:16][CH:15]=[CH:14][CH:13]=2)=[C:2]([CH3:1])[N:7]2[CH:8]=[CH:9][N:10]=[C:6]2[N:5]=1, predict the reactants needed to synthesize it. The reactants are: [CH3:1][C:2]1[N:7]2[CH:8]=[CH:9][N:10]=[C:6]2[N:5]=[C:4](O)[C:3]=1[C:12]1[CH:17]=[CH:16][CH:15]=[CH:14][CH:13]=1.O=P(Cl)(Cl)[Cl:20]. (3) Given the product [CH2:6]([N:9]1[CH:14]2[CH2:15][CH2:16][CH:10]1[CH2:11][CH:12]([N:17]([C:18]1[CH:19]=[C:20]3[C:24](=[CH:25][CH:26]=1)[N:23]([CH:27]1[CH2:32][CH2:31][CH2:30][CH2:29][O:28]1)[N:22]=[CH:21]3)[S:2]([CH3:1])(=[O:4])=[O:3])[CH2:13]2)[CH2:7][CH3:8], predict the reactants needed to synthesize it. The reactants are: [CH3:1][S:2](Cl)(=[O:4])=[O:3].[CH2:6]([N:9]1[CH:14]2[CH2:15][CH2:16][CH:10]1[CH2:11][CH:12]([NH:17][C:18]1[CH:19]=[C:20]3[C:24](=[CH:25][CH:26]=1)[N:23]([CH:27]1[CH2:32][CH2:31][CH2:30][CH2:29][O:28]1)[N:22]=[CH:21]3)[CH2:13]2)[CH2:7][CH3:8].C(=O)([O-])O.[Na+].